This data is from Catalyst prediction with 721,799 reactions and 888 catalyst types from USPTO. The task is: Predict which catalyst facilitates the given reaction. Reactant: [N:1]1[CH:6]=[CH:5][CH:4]=[CH:3][C:2]=1[C@@H:7]1[CH2:9][C@H:8]1[C:10](OCC)=[O:11].[H-].[Al+3].[Li+].[H-].[H-].[H-].[OH-].[Na+].S([O-])([O-])(=O)=O.[Na+].[Na+]. Product: [N:1]1[CH:6]=[CH:5][CH:4]=[CH:3][C:2]=1[C@@H:7]1[CH2:9][C@H:8]1[CH2:10][OH:11]. The catalyst class is: 20.